From a dataset of Catalyst prediction with 721,799 reactions and 888 catalyst types from USPTO. Predict which catalyst facilitates the given reaction. (1) Reactant: [Br:1][C:2]1[CH:11]=[CH:10][C:5]2[C:6](=[O:9])[O:7][CH2:8][C:4]=2[C:3]=1[CH:12]=[CH2:13]. Product: [Br:1][C:2]1[CH:11]=[CH:10][C:5]2[C:6](=[O:9])[O:7][CH2:8][C:4]=2[C:3]=1[CH2:12][CH3:13]. The catalyst class is: 19. (2) The catalyst class is: 16. Reactant: Cl.[N:2]1[CH:7]=[CH:6][CH:5]=[CH:4][C:3]=1[CH:8]1[O:13][CH2:12][CH2:11][NH:10][CH2:9]1.C(N(CC)CC)C.Cl[C:22]1[N:27]=[C:26]([NH2:28])[C:25]([N+:29]([O-:31])=[O:30])=[CH:24][CH:23]=1.C(OCC)(=O)C. Product: [N+:29]([C:25]1[C:26]([NH2:28])=[N:27][C:22]([N:10]2[CH2:11][CH2:12][O:13][CH:8]([C:3]3[CH:4]=[CH:5][CH:6]=[CH:7][N:2]=3)[CH2:9]2)=[CH:23][CH:24]=1)([O-:31])=[O:30]. (3) Reactant: [F:1][C:2]1[CH:7]=[CH:6][C:5]([F:8])=[CH:4][C:3]=1[CH:9]([S:22]([C:25]1[CH:30]=[CH:29][C:28]([F:31])=[CH:27][CH:26]=1)(=[O:24])=[O:23])[C:10]1[C:11]([CH3:21])=[CH:12][C:13]([C:16]([NH:18][CH2:19][OH:20])=[O:17])=[N:14][CH:15]=1.[N:32]1[CH:37]=[CH:36][CH:35]=[C:34]([CH2:38]O)[CH:33]=1.O.O.C1(C)C=CC(S(O)(=O)=O)=CC=1. Product: [F:1][C:2]1[CH:7]=[CH:6][C:5]([F:8])=[CH:4][C:3]=1[CH:9]([S:22]([C:25]1[CH:26]=[CH:27][C:28]([F:31])=[CH:29][CH:30]=1)(=[O:24])=[O:23])[C:10]1[C:11]([CH3:21])=[CH:12][C:13]([C:16]([NH:18][CH2:19][O:20][CH2:38][C:34]2[CH:33]=[N:32][CH:37]=[CH:36][CH:35]=2)=[O:17])=[N:14][CH:15]=1. The catalyst class is: 48. (4) Reactant: [F:1][C:2]1[CH:3]=[C:4]2[C:8](=[CH:9][CH:10]=1)[NH:7][C:6](=[O:11])[CH2:5]2.C[Si]([N-][Si](C)(C)C)(C)C.[Li+].[Cl:22][C:23]1[N:28]=[CH:27][C:26]2[C:29](=O)[O:30][CH:31]([CH2:32][CH3:33])[C:25]=2[C:24]=1[Cl:35].Cl. The catalyst class is: 1. Product: [Cl:22][C:23]1[N:28]=[CH:27][C:26]2[C:29](=[C:5]3[C:4]4[C:8](=[CH:9][CH:10]=[C:2]([F:1])[CH:3]=4)[NH:7][C:6]3=[O:11])[O:30][CH:31]([CH2:32][CH3:33])[C:25]=2[C:24]=1[Cl:35].